Dataset: Reaction yield outcomes from USPTO patents with 853,638 reactions. Task: Predict the reaction yield, written as a fraction of the theoretical maximum amount of product (1.0 means a 100% yield; for example, 0.34 means a 34% yield). (1) The reactants are Br[CH2:2][CH2:3][CH2:4][C:5]#[N:6].[Na+].[I-].C([O-])([O-])=O.[K+].[K+].[NH2:15][C@H:16]([C:56]1[CH:61]=[CH:60][CH:59]=[CH:58][CH:57]=1)[CH2:17][N:18]1[C:23](=[O:24])[C:22]2[C:25]3([O:41][CH2:42][C:21]=2[N:20]([CH2:43][C:44]2[C:49]([C:50]([F:53])([F:52])[F:51])=[CH:48][CH:47]=[CH:46][C:45]=2[F:54])[C:19]1=[O:55])[CH2:30][CH2:29][N:28]([CH2:31][C:32]1[O:33][C:34]([C:37]([F:40])([F:39])[F:38])=[CH:35][CH:36]=1)[CH2:27][CH2:26]3. The catalyst is C(#N)C. The product is [F:54][C:45]1[CH:46]=[CH:47][CH:48]=[C:49]([C:50]([F:53])([F:52])[F:51])[C:44]=1[CH2:43][N:20]1[C:21]2[CH2:42][O:41][C:25]3([CH2:26][CH2:27][N:28]([CH2:31][C:32]4[O:33][C:34]([C:37]([F:38])([F:39])[F:40])=[CH:35][CH:36]=4)[CH2:29][CH2:30]3)[C:22]=2[C:23](=[O:24])[N:18]([CH2:17][C@H:16]([NH:15][CH2:2][CH2:3][CH2:4][C:5]#[N:6])[C:56]2[CH:57]=[CH:58][CH:59]=[CH:60][CH:61]=2)[C:19]1=[O:55]. The yield is 0.730. (2) The reactants are [CH3:1][S:2]([C:5]1[CH:10]=[C:9]([N+:11]([O-:13])=[O:12])[CH:8]=[CH:7][C:6]=1[OH:14])(=[O:4])=[O:3].[C:15](=O)([O-])[O-].[K+].[K+].IC. The catalyst is CN(C)C=O. The product is [CH3:15][O:14][C:6]1[CH:7]=[CH:8][C:9]([N+:11]([O-:13])=[O:12])=[CH:10][C:5]=1[S:2]([CH3:1])(=[O:4])=[O:3]. The yield is 0.735.